From a dataset of Full USPTO retrosynthesis dataset with 1.9M reactions from patents (1976-2016). Predict the reactants needed to synthesize the given product. (1) The reactants are: [CH3:1][O:2][C:3]1[N:8]=[CH:7][C:6]([NH:9][C:10]2[N:15]=[CH:14][C:13]([CH2:16][CH2:17][OH:18])=[CH:12][C:11]=2[C:19]2[N:27]=[C:26]([CH3:28])[N:25]=[C:24]3[C:20]=2[N:21]=[CH:22][N:23]3C2CCCCO2)=[CH:5][CH:4]=1.C(O)(C(F)(F)F)=O. Given the product [CH3:1][O:2][C:3]1[N:8]=[CH:7][C:6]([NH:9][C:10]2[N:15]=[CH:14][C:13]([CH2:16][CH2:17][OH:18])=[CH:12][C:11]=2[C:19]2[N:27]=[C:26]([CH3:28])[N:25]=[C:24]3[C:20]=2[N:21]=[CH:22][NH:23]3)=[CH:5][CH:4]=1, predict the reactants needed to synthesize it. (2) Given the product [BrH:1].[S:20]1[CH:2]=[C:3]([C:5]2[CH:14]=[CH:13][C:12]3[C:7](=[CH:8][CH:9]=[CH:10][CH:11]=3)[N:6]=2)[N:17]2[CH2:18][CH2:19][N:15]=[C:16]12, predict the reactants needed to synthesize it. The reactants are: [Br:1][CH2:2][C:3]([C:5]1[CH:14]=[CH:13][C:12]2[C:7](=[CH:8][CH:9]=[CH:10][CH:11]=2)[N:6]=1)=O.[NH:15]1[CH2:19][CH2:18][NH:17][C:16]1=[S:20]. (3) Given the product [CH3:1][S:2]([C:3]1[CH:4]=[CH:5][C:6]([N:9]2[CH2:14][CH2:13][N:12]([C:15]3[C:16]([CH3:28])=[C:17]([CH3:27])[C:18]4[O:22][C:21]([CH3:23])([CH3:24])[CH2:20][C:19]=4[C:25]=3[CH3:26])[CH2:11][CH2:10]2)=[CH:7][CH:8]=1)=[O:37], predict the reactants needed to synthesize it. The reactants are: [CH3:1][S:2][C:3]1[CH:8]=[CH:7][C:6]([N:9]2[CH2:14][CH2:13][N:12]([C:15]3[C:16]([CH3:28])=[C:17]([CH3:27])[C:18]4[O:22][C:21]([CH3:24])([CH3:23])[CH2:20][C:19]=4[C:25]=3[CH3:26])[CH2:11][CH2:10]2)=[CH:5][CH:4]=1.ClC1C=CC=C(C(OO)=[O:37])C=1.C(=O)([O-])O.[Na+]. (4) Given the product [F:29][C:26]1[CH:27]=[CH:28][C:23]([C:22]2[C:18]([C:16]([N:11]3[CH2:12][CH2:13][CH2:14][CH2:15][C@H:10]3[CH2:9][NH:8][C:5]3[N:4]=[CH:3][C:2]([C:32]#[N:33])=[CH:7][N:6]=3)=[O:17])=[N:19][N:20]([CH3:30])[CH:21]=2)=[CH:24][CH:25]=1, predict the reactants needed to synthesize it. The reactants are: Br[C:2]1[CH:3]=[N:4][C:5]([NH:8][CH2:9][C@@H:10]2[CH2:15][CH2:14][CH2:13][CH2:12][N:11]2[C:16]([C:18]2[C:22]([C:23]3[CH:28]=[CH:27][C:26]([F:29])=[CH:25][CH:24]=3)=[CH:21][N:20]([CH3:30])[N:19]=2)=[O:17])=[N:6][CH:7]=1.[Cu][C:32]#[N:33]. (5) Given the product [C:1]([C:3]1[NH:7][CH:6]=[C:5]([C:8]([O:10][CH2:11][CH3:12])=[O:9])[C:4]=1[C:13]1[CH:18]=[CH:17][CH:16]=[CH:15][C:14]=1[N+:19]([O-:21])=[O:20])#[N:23], predict the reactants needed to synthesize it. The reactants are: [CH:1]([C:3]1[NH:7][CH:6]=[C:5]([C:8]([O:10][CH2:11][CH3:12])=[O:9])[C:4]=1[C:13]1[CH:18]=[CH:17][CH:16]=[CH:15][C:14]=1[N+:19]([O-:21])=[O:20])=O.Cl.[NH2:23]O.C(OC(=O)C)(=O)C. (6) Given the product [CH3:2][S:3][C:4]1[C:12]2[C:7](=[CH:8][C:9]([N:13]3[CH2:14][CH2:15][N:16]([C:32]([C:33]4[CH:38]=[CH:37][N:36]=[CH:35][CH:34]=4)=[O:39])[CH2:17][CH2:18]3)=[CH:10][CH:11]=2)[N:6]([C:19]2[CH:20]=[CH:21][CH:22]=[CH:23][CH:24]=2)[N:5]=1, predict the reactants needed to synthesize it. The reactants are: Cl.[CH3:2][S:3][C:4]1[C:12]2[C:7](=[CH:8][C:9]([N:13]3[CH2:18][CH2:17][NH:16][CH2:15][CH2:14]3)=[CH:10][CH:11]=2)[N:6]([C:19]2[CH:24]=[CH:23][CH:22]=[CH:21][CH:20]=2)[N:5]=1.C(N(CC)CC)C.[C:32](O)(=[O:39])[C:33]1[CH:38]=[CH:37][N:36]=[CH:35][CH:34]=1.CN(C(ON1N=NC2C=CC=NC1=2)=[N+](C)C)C.F[P-](F)(F)(F)(F)F. (7) Given the product [CH3:20][O:19][C:18]1[CH:17]=[CH:16][C:4]([CH:5]=[C:6]2[C:14]3[C:9](=[CH:10][CH:11]=[CH:12][CH:13]=3)[NH:8][C:7]2=[O:15])=[CH:3][C:2]=1[C:35]1[CH:34]=[CH:33][CH:32]=[C:31]([NH:30][C:27](=[O:29])[CH3:28])[CH:36]=1, predict the reactants needed to synthesize it. The reactants are: Br[C:2]1[CH:3]=[C:4]([CH:16]=[CH:17][C:18]=1[O:19][CH3:20])[CH:5]=[C:6]1[C:14]2[C:9](=[CH:10][CH:11]=[CH:12][CH:13]=2)[NH:8][C:7]1=[O:15].C(=O)([O-])[O-].[Na+].[Na+].[C:27]([NH:30][C:31]1[CH:32]=[C:33](B(O)O)[CH:34]=[CH:35][CH:36]=1)(=[O:29])[CH3:28].O.